The task is: Predict the reaction yield, written as a fraction of the theoretical maximum amount of product (1.0 means a 100% yield; for example, 0.34 means a 34% yield).. This data is from Reaction yield outcomes from USPTO patents with 853,638 reactions. (1) The reactants are C([O:3][C:4]([C:6]1[N:7]([CH2:14][CH2:15][CH:16]([CH3:18])[CH3:17])[CH:8]=[C:9]([N+:11]([O-:13])=[O:12])[CH:10]=1)=[O:5])C.[OH-].[Na+]. The catalyst is CO. The product is [CH3:17][CH:16]([CH3:18])[CH2:15][CH2:14][N:7]1[CH:8]=[C:9]([N+:11]([O-:13])=[O:12])[CH:10]=[C:6]1[C:4]([OH:5])=[O:3]. The yield is 0.990. (2) The reactants are [C:1]1([NH:7][S:8]([C:11]2[CH:16]=[CH:15][CH:14]=[CH:13][C:12]=2[CH:17]=[CH:18][C:19]([OH:21])=O)(=[O:10])=[O:9])[CH:6]=[CH:5][CH:4]=[CH:3][CH:2]=1.[Cl:22]CCl. The catalyst is CN(C)C=O. The product is [C:1]1([NH:7][S:8]([C:11]2[CH:16]=[CH:15][CH:14]=[CH:13][C:12]=2[CH:17]=[CH:18][C:19]([Cl:22])=[O:21])(=[O:10])=[O:9])[CH:6]=[CH:5][CH:4]=[CH:3][CH:2]=1. The yield is 0.990. (3) The reactants are [C:1]1([CH2:9][OH:10])[C:2]([CH2:7][OH:8])=[CH:3][CH:4]=[CH:5][CH:6]=1.C(N(CC)CC)C.[S:18](Cl)(Cl)=[O:19].CC[O:24]CC. The catalyst is C(Cl)Cl.[Cl-].[Na+].O.C(Cl)(Cl)Cl.O. The product is [CH2:7]1[C:2]2[CH:3]=[CH:4][CH:5]=[CH:6][C:1]=2[CH2:9][O:10][S:18](=[O:19])(=[O:24])[O:8]1. The yield is 0.880. (4) The reactants are [C:1]1([C:7]2[CH:15]=[CH:14][CH:13]=[C:12]3[C:8]=2[C:9]2[CH:19]=[CH:18][CH:17]=[N:16][C:10]=2[NH:11]3)[CH:6]=[CH:5][CH:4]=[CH:3][CH:2]=1.[CH3:20][S:21](C1C=C(B(O)O)C=CC=1)(=[O:23])=[O:22]. No catalyst specified. The product is [CH3:20][S:21]([C:5]1[CH:6]=[C:1]([C:7]2[CH:15]=[CH:14][CH:13]=[C:12]3[C:8]=2[C:9]2[CH:19]=[CH:18][CH:17]=[N:16][C:10]=2[NH:11]3)[CH:2]=[CH:3][CH:4]=1)(=[O:23])=[O:22]. The yield is 0.270. (5) The reactants are Br[C:2]1[CH:8]=[CH:7][C:5]([NH2:6])=[CH:4][C:3]=1[F:9].[C:10]([O:14][CH2:15][CH3:16])(=[O:13])[CH:11]=[CH2:12].CC1C=CC=CC=1P(C1C=CC=CC=1C)C1C=CC=CC=1C. The catalyst is C(N(CC)C(C)C)(C)C.CN(C)C=O.C([O-])(=O)C.[Pd+2].C([O-])(=O)C. The product is [NH2:6][C:5]1[CH:7]=[CH:8][C:2](/[CH:12]=[CH:11]/[C:10]([O:14][CH2:15][CH3:16])=[O:13])=[C:3]([F:9])[CH:4]=1. The yield is 0.960. (6) The reactants are [Br:1][C:2]1[CH:10]=[C:9]2[C:5]([CH:6]=[CH:7][NH:8]2)=[CH:4][CH:3]=1.C([O-])([O-])=O.[K+].[K+].[H-].[Na+].I[CH:20]([CH3:22])[CH3:21]. The catalyst is C1(C)C=CC=CC=1.O.CN(C=O)C. The product is [Br:1][C:2]1[CH:10]=[C:9]2[C:5]([CH:6]=[CH:7][N:8]2[CH:20]([CH3:22])[CH3:21])=[CH:4][CH:3]=1. The yield is 0.970. (7) The reactants are [OH:1][C:2]1[CH:7]=[CH:6][C:5]([CH2:8][CH:9]([NH:17][C:18](=[O:28])[C:19]2[CH:24]=[CH:23][C:22]([N+:25]([O-:27])=[O:26])=[CH:21][CH:20]=2)[C:10]([O:12][C:13]([CH3:16])([CH3:15])[CH3:14])=[O:11])=[CH:4][C:3]=1[O:29][CH3:30].[CH2:31]([O:38][C:39]1[CH:47]=[CH:46][C:42]([C:43](Cl)=[O:44])=[CH:41][CH:40]=1)[CH2:32][CH2:33][CH2:34][CH2:35][CH2:36][CH3:37]. The catalyst is C(Cl)Cl. The product is [CH2:31]([O:38][C:39]1[CH:40]=[CH:41][C:42]([C:43]([O:1][C:2]2[CH:7]=[CH:6][C:5]([CH2:8][CH:9]([NH:17][C:18](=[O:28])[C:19]3[CH:20]=[CH:21][C:22]([N+:25]([O-:27])=[O:26])=[CH:23][CH:24]=3)[C:10]([O:12][C:13]([CH3:16])([CH3:15])[CH3:14])=[O:11])=[CH:4][C:3]=2[O:29][CH3:30])=[O:44])=[CH:46][CH:47]=1)[CH2:32][CH2:33][CH2:34][CH2:35][CH2:36][CH3:37]. The yield is 0.860. (8) The reactants are [CH3:1][S:2][CH2:3][CH2:4][NH2:5].[Cl:6][C:7]1[CH:12]=[CH:11][C:10]([CH2:13]Cl)=[CH:9][N:8]=1.[H-].[Na+].O. The catalyst is CN(C)C=O. The product is [Cl:6][C:7]1[CH:12]=[CH:11][C:10]([CH2:13][NH:5][CH2:4][CH2:3][S:2][CH3:1])=[CH:9][N:8]=1. The yield is 0.640. (9) The reactants are CC1(C)CCCC(C)(C)N1.[Li]CCCC.[C:16]1([S:22]([N:25]2[CH:29]=[CH:28][CH:27]=[CH:26]2)(=[O:24])=[O:23])[CH:21]=[CH:20][CH:19]=[CH:18][CH:17]=1.[CH3:30][C:31]1[N:36]=[C:35]([CH:37]=[O:38])[CH:34]=[CH:33][CH:32]=1. The catalyst is C1COCC1.CCCCCC.O. The product is [C:16]1([S:22]([N:25]2[CH:26]=[CH:27][CH:28]=[C:29]2[CH:37]([C:35]2[CH:34]=[CH:33][CH:32]=[C:31]([CH3:30])[N:36]=2)[OH:38])(=[O:24])=[O:23])[CH:17]=[CH:18][CH:19]=[CH:20][CH:21]=1. The yield is 0.770.